This data is from Peptide-MHC class II binding affinity with 134,281 pairs from IEDB. The task is: Regression. Given a peptide amino acid sequence and an MHC pseudo amino acid sequence, predict their binding affinity value. This is MHC class II binding data. (1) The peptide sequence is AALHPFALLLVLAGWK. The MHC is DRB3_0301 with pseudo-sequence DRB3_0301. The binding affinity (normalized) is 0.594. (2) The peptide sequence is RDSDDWLNKYSYYPE. The MHC is HLA-DQA10501-DQB10302 with pseudo-sequence HLA-DQA10501-DQB10302. The binding affinity (normalized) is 0. (3) The peptide sequence is KDKFLANVSTVLTGK. The MHC is DRB1_1101 with pseudo-sequence DRB1_1101. The binding affinity (normalized) is 0.608. (4) The peptide sequence is STLQEQIGWMTNNPPIPV. The MHC is DRB1_0101 with pseudo-sequence DRB1_0101. The binding affinity (normalized) is 0.393. (5) The peptide sequence is SFFEEVPNIIHEAIN. The MHC is DRB1_0802 with pseudo-sequence DRB1_0802. The binding affinity (normalized) is 0. (6) The peptide sequence is EKKYFAATQFDPLAA. The MHC is DRB1_0101 with pseudo-sequence DRB1_0101. The binding affinity (normalized) is 0.668. (7) The peptide sequence is LGMNHVLQSIRRNYP. The MHC is DRB1_0404 with pseudo-sequence DRB1_0404. The binding affinity (normalized) is 0.637. (8) The peptide sequence is KAQGKTLGVNMVRRG. The MHC is DRB1_0901 with pseudo-sequence DRB1_0901. The binding affinity (normalized) is 0.256. (9) The peptide sequence is IPTFLQEALNIALVA. The MHC is DRB1_0404 with pseudo-sequence DRB1_0404. The binding affinity (normalized) is 0.537.